This data is from Experimentally validated miRNA-target interactions with 360,000+ pairs, plus equal number of negative samples. The task is: Binary Classification. Given a miRNA mature sequence and a target amino acid sequence, predict their likelihood of interaction. (1) The miRNA is hsa-miR-3622a-3p with sequence UCACCUGACCUCCCAUGCCUGU. The protein sequence of the target gene is MAELLRSLQDSQLVARFQRRCGLFPAPDEGPRENGADPTERAARVPGVEHLPAANGKGGEAPANGLRRAAAPEAYVQKYVVKNYFYYYLFQFSAALGQEVFYITFLPFTHWNIDPYLSRRLIIIWVLVMYIGQVAKDVLKWPRPSSPPVVKLEKRLIAEYGMPSTHAMAATAIAFTLLISTMDRYQYPFVLGLVMAVVFSTLVCLSRLYTGMHTVLDVLGGVLITALLIVLTYPAWTFIDCLDSASPLFPVCVIVVPFFLCYNYPVSDYYSPTRADTTTILAAGAGVTIGFWINHFFQLV.... Result: 0 (no interaction). (2) The miRNA is hsa-miR-4327 with sequence GGCUUGCAUGGGGGACUGG. The protein sequence of the target gene is MDDDKPFQPKNISKMAELFMECEEEELEPWQKKVEETQDEDDDELIFVGEISSSKPAISNILNRGHSSSSSKGIKSEPHSPGIPEIFRTASQRCRDPPSNPVAASPRFHLVSKSSQSSVTVENASKPDFTKNSQVGSDNSSILLFDSTQESLPPSQDIPAIFREGMKNTSYVLKHPSTSKVNSVTPKKPKTSEDVPQINPSTSLPLIGSPPVTSSQVMLSKGTNTSSPYDAGADYLRACPKCNVQFNLLDPLKYHMKHCCPDMITKFLGVIVKSERPCDEDKTDSETGKLIMLVNEFYYG.... Result: 1 (interaction). (3) The miRNA is mmu-miR-7231-3p with sequence CUUGCUUCUUUGUUUCCCCAGAA. The protein sequence of the target gene is MAGSGRLVLRPWIRELILGSETPSSPRAGQLLEVLQDAEAAVAGPSHAPDTSDVGATLLVSDGTHSVRCLVTREALDTSDWEEKEFGFRGTEGRLLLLQDCGVHVQVAEGGAPAEFYLQVDRFSLLPTEQPRLRVPGCNQDLDVQKKLYDCLEEHLSESTSSNAGLSLSQLLDEMREDQEHQGALVCLAESCLTLEGPCTAPPVTHWAASRCKATGEAVYTVPSSMLCISENDQLILSSLGPCQRTQGPELPPPDPALQDLSLTLIASPPSSPSSSGTPALPGHMSSEESGTSISLLPAL.... Result: 0 (no interaction). (4) The miRNA is hsa-miR-548n with sequence CAAAAGUAAUUGUGGAUUUUGU. The protein sequence of the target gene is MASSSGNDDDLTIPRAAINKMIKETLPNVRVANDARELVVNCCTEFIHLISSEANEICNKSEKKTISPEHVIQALESLGFGSYISEVKEVLQECKTVALKRRKASSRLENLGIPEEELLRQQQELFAKARQQQAELAQQEWLQMQQAAQQAQLAAASASASNQAGSSQDEEDDDDI. Result: 1 (interaction). (5) The miRNA is mmu-miR-340-5p with sequence UUAUAAAGCAAUGAGACUGAUU. The protein sequence of the target gene is MHSPPRDQAAIMLWKLVENVKYEDIYEDRHDGVPSHSSRLSQLGSVSQGPYSSAPPLSHTPSSDFQPPYFPPPYQPLPYHQSQDPYSHVNDPYSLNPLHQPQQHPWGQRQRQEVGSEAGSLLPQPRAALPQLSGLDPRRDYHSVRRPDVLLHSAHHGLDAGMGDSLSLHGLGHPGMEDVQSVEDANNSGMNLLDQSVIKKVPVPPKSVTSLMMNKDGFLGGMSVNTGEVFCSVPGRLSLLSSTSKYKVTVGEVQRRLSPPECLNASLLGGVLRRAKSKNGGRSLRERLEKIGLNLPAGRR.... Result: 1 (interaction). (6) The miRNA is ath-miR842 with sequence UCAUGGUCAGAUCCGUCAUCC. The protein sequence of the target gene is MKLSSEKLPKNPFSLSQYAAKQQKFFQWKKEKPDYYLHANLVDTALQFLKERIRRGDAMAYFLRGQLYFEEGWYEEALAQFEEIQEKDHQAIYQLGVMYYDGLGTIANAEKGVNYMRKILDSSCPQTMHLKFAAAYNLGRAYFEGKGVKRSDEEAERLWLLAADNGNPKASVKAQSILGLFYSMKEPKELEKAFFWHSEACGNGSLESQGALGLMYFYGQGIRQDTDAALHCLREAAERGNVYAQGTLVEYYYKMKFFTKCVSFSKRIADYDEVHDIPMIAHVTDCLPEFIIKGMAMAAF.... Result: 0 (no interaction). (7) The miRNA is mmu-miR-34b-5p with sequence AGGCAGUGUAAUUAGCUGAUUGU. The protein sequence of the target gene is MEAIWLYQFRLIVIGDSTVGKSCLIRRFTEGRFAQVSDPTVGVDFFSRLVEIEPGKRIKLQIWDTAGQERFRSITRAYYRNSVGGLLLFDITNRRSFQNVHEWLEETKVHVQPYQIVFVLVGHKCDLDTQRQVTRHEAEKLAAAYGMKYIETSARDAINVEKAFTDLTRDIYELVKRGEITIQEGWEGVKSGFVPNVVHSSEEVVKSERRCLC. Result: 0 (no interaction). (8) The miRNA is hsa-miR-4797-5p with sequence GACAGAGUGCCACUUACUGAA. The protein sequence of the target gene is MDPRGTKRGAEKTEVAEPRNKLPRPAPSLPTDPALYSGPFPFYRRPSELGCFSLDAQRQYHGDARALRYYSPPPTNGPGPNFDLRDGYPDRYQPRDEEVQERLDHLLCWLLEHRGRLEGGPGWLAEAIVTWRGHLTKLLTTPYERQEGWQLAASRFQGTLYLSEVETPNARAQRLARPPLLRELMYMGYKFEQYMCADKPGSSPDPSGEVNTNVAFCSVLRSRLGSHPLLFSGEVDCTDPQAPSTQPPTCYVELKTSKEMHSPGQWRSFYRHKLLKWWAQSFLPGVPNVVAGFRNPDGFV.... Result: 0 (no interaction).